Dataset: Reaction yield outcomes from USPTO patents with 853,638 reactions. Task: Predict the reaction yield, written as a fraction of the theoretical maximum amount of product (1.0 means a 100% yield; for example, 0.34 means a 34% yield). (1) The reactants are Br[C:2]1[CH:3]=[C:4]([C:9]([F:12])([F:11])[F:10])[C:5]([NH2:8])=[N:6][CH:7]=1.[I-:13].[Na+]. The catalyst is C(O)CCC.[Cu]I.CNCCNC. The product is [I:13][C:2]1[CH:3]=[C:4]([C:9]([F:12])([F:11])[F:10])[C:5]([NH2:8])=[N:6][CH:7]=1. The yield is 1.02. (2) The reactants are [N+:1]([C:4]1[CH:9]=[CH:8][C:7]([CH:10]2[CH2:15][CH2:14][NH:13][CH2:12][CH2:11]2)=[CH:6][CH:5]=1)([O-:3])=[O:2].C(=O)([O-])[O-].[K+].[K+].Br[CH2:23][CH2:24][OH:25]. The catalyst is C(#N)C. The product is [N+:1]([C:4]1[CH:9]=[CH:8][C:7]([CH:10]2[CH2:11][CH2:12][N:13]([CH2:23][CH2:24][OH:25])[CH2:14][CH2:15]2)=[CH:6][CH:5]=1)([O-:3])=[O:2]. The yield is 0.530. (3) The reactants are [Cl:1][C:2]1[N:3]=[CH:4][C:5]2[N:11]([CH3:12])[C:10](=[O:13])[C:9]([CH3:15])([CH3:14])[CH2:8][NH:7][C:6]=2[N:16]=1.[CH2:17](Br)[C:18]1[CH:23]=[CH:22][CH:21]=[CH:20][CH:19]=1.[H-].[Na+]. The catalyst is CC(N(C)C)=O. The product is [CH2:17]([N:7]1[CH2:8][C:9]([CH3:14])([CH3:15])[C:10](=[O:13])[N:11]([CH3:12])[C:5]2[CH:4]=[N:3][C:2]([Cl:1])=[N:16][C:6]1=2)[C:18]1[CH:23]=[CH:22][CH:21]=[CH:20][CH:19]=1. The yield is 0.910. (4) The reactants are Br[C:2]1[CH:7]=[CH:6][C:5]([Br:8])=[CH:4][N:3]=1.[CH3:9][O-:10].[Na+]. The catalyst is CO.O. The product is [Br:8][C:5]1[CH:6]=[CH:7][C:2]([O:10][CH3:9])=[N:3][CH:4]=1. The yield is 0.580. (5) The catalyst is [Pd].C(Cl)Cl. The reactants are C(OC(=O)[NH:10][C:11]1[CH:16]=[CH:15][C:14]([C:17]([CH3:20])([CH3:19])[CH3:18])=[C:13]([NH:21][CH:22]=[O:23])[CH:12]=1)C1C=CC=CC=1.CO. The yield is 0.960. The product is [NH2:10][C:11]1[CH:16]=[CH:15][C:14]([C:17]([CH3:20])([CH3:19])[CH3:18])=[C:13]([NH:21][CH:22]=[O:23])[CH:12]=1. (6) The reactants are [CH3:1][N:2]1[C:11]2[CH:10]=[CH:9][CH:8]=[C:7]3[C@@H:12]4[CH2:18][CH2:17][N:16](C(OC(C)(C)C)=O)[CH2:15][CH2:14][C@@H:13]4[N:5]([C:6]=23)[CH2:4][CH2:3]1.[OH-].[Na+]. The catalyst is C(O)(C(F)(F)F)=O.C(Cl)Cl.[Cl-].[Na+].O. The product is [CH3:1][N:2]1[C:11]2[CH:10]=[CH:9][CH:8]=[C:7]3[C@@H:12]4[CH2:18][CH2:17][NH:16][CH2:15][CH2:14][C@@H:13]4[N:5]([C:6]=23)[CH2:4][CH2:3]1. The yield is 1.03. (7) The catalyst is CS(C)=O. The yield is 0.100. The reactants are [CH3:1][C:2]([NH:10][C:11]([C:13]1[CH:18]=[N:17][C:16](Br)=[C:15]([C:20]2[CH:25]=[CH:24][CH:23]=[C:22]([Cl:26])[CH:21]=2)[N:14]=1)=[O:12])([C:4]1[N:8]=[C:7]([CH3:9])[O:6][N:5]=1)[CH3:3].Cl.[F:28][C:29]1([F:33])[CH2:32][NH:31][CH2:30]1.C1CCN2C(=NCCC2)CC1. The product is [CH3:1][C:2]([NH:10][C:11]([C:13]1[CH:18]=[N:17][C:16]([N:31]2[CH2:32][C:29]([F:33])([F:28])[CH2:30]2)=[C:15]([C:20]2[CH:25]=[CH:24][CH:23]=[C:22]([Cl:26])[CH:21]=2)[N:14]=1)=[O:12])([C:4]1[N:8]=[C:7]([CH3:9])[O:6][N:5]=1)[CH3:3].